The task is: Predict the reactants needed to synthesize the given product.. This data is from Full USPTO retrosynthesis dataset with 1.9M reactions from patents (1976-2016). Given the product [NH2:13][C:14]1[N:18]([C:19]2[CH:20]=[CH:21][C:22]([N:2]3[C:3](=[O:6])[NH:4][CH:5]=[N:1]3)=[C:23]([CH:26]=2)[C:24]#[N:25])[N:17]=[C:16]([C:28]([F:29])([F:30])[F:31])[C:15]=1[C:32]1[CH:37]=[C:36]([C:38]([F:40])([F:41])[F:39])[CH:35]=[C:34]([Cl:42])[CH:33]=1, predict the reactants needed to synthesize it. The reactants are: [N:1]1[NH:2][C:3](=[O:6])[NH:4][CH:5]=1.C(=O)([O-])[O-].[K+].[K+].[NH2:13][C:14]1[N:18]([C:19]2[CH:20]=[CH:21][C:22](F)=[C:23]([CH:26]=2)[C:24]#[N:25])[N:17]=[C:16]([C:28]([F:31])([F:30])[F:29])[C:15]=1[C:32]1[CH:37]=[C:36]([C:38]([F:41])([F:40])[F:39])[CH:35]=[C:34]([Cl:42])[CH:33]=1.O.